The task is: Predict the reaction yield, written as a fraction of the theoretical maximum amount of product (1.0 means a 100% yield; for example, 0.34 means a 34% yield).. This data is from Reaction yield outcomes from USPTO patents with 853,638 reactions. (1) The reactants are [NH2:1][C:2]1[CH:10]=[CH:9][C:8]([N+:11]([O-:13])=[O:12])=[CH:7][C:3]=1[C:4]([OH:6])=[O:5].CCN(CC)CC.[N:21]1[CH:26]=[CH:25][N:24]=[CH:23][C:22]=1[C:27](Cl)=[O:28]. The catalyst is C1COCC1. The product is [N+:11]([C:8]1[CH:9]=[CH:10][C:2]([NH:1][C:27]([C:22]2[CH:23]=[N:24][CH:25]=[CH:26][N:21]=2)=[O:28])=[C:3]([CH:7]=1)[C:4]([OH:6])=[O:5])([O-:13])=[O:12]. The yield is 0.990. (2) The reactants are [CH2:1]([N:5]1[C:13]2[C:8](=[CH:9][C:10]([O:14][C:15]3[CH:20]=[CH:19][CH:18]=[CH:17][C:16]=3[CH2:21][C:22](O)=[O:23])=[CH:11][CH:12]=2)[CH:7]=[N:6]1)[CH:2]([CH3:4])[CH3:3].C1CN([P+](ON2N=NC3C=CC=CC2=3)(N2CCCC2)N2CCCC2)CC1.F[P-](F)(F)(F)(F)F.CCN(C(C)C)C(C)C.[N:67]1([C:73]2[CH:78]=[CH:77][C:76]([NH2:79])=[CH:75][CH:74]=2)[CH2:72][CH2:71][O:70][CH2:69][CH2:68]1.C(O)C(N)(CO)CO. The catalyst is C(Cl)(Cl)Cl. The product is [CH2:1]([N:5]1[C:13]2[C:8](=[CH:9][C:10]([O:14][C:15]3[CH:20]=[CH:19][CH:18]=[CH:17][C:16]=3[CH2:21][C:22]([NH:79][C:76]3[CH:75]=[CH:74][C:73]([N:67]4[CH2:68][CH2:69][O:70][CH2:71][CH2:72]4)=[CH:78][CH:77]=3)=[O:23])=[CH:11][CH:12]=2)[CH:7]=[N:6]1)[CH:2]([CH3:4])[CH3:3]. The yield is 0.400. (3) The reactants are [Cl:1][C:2]1[CH:25]=[CH:24][C:5]([CH2:6][C:7]2[N:8]=[C:9]([C:17]3[CH:22]=[CH:21][N:20]=[C:19]([Cl:23])[CH:18]=3)[S:10][C:11]=2[C:12]([O:14]CC)=[O:13])=[CH:4][CH:3]=1.[Li+].[OH-].Cl. The catalyst is C1COCC1.O. The product is [Cl:1][C:2]1[CH:3]=[CH:4][C:5]([CH2:6][C:7]2[N:8]=[C:9]([C:17]3[CH:22]=[CH:21][N:20]=[C:19]([Cl:23])[CH:18]=3)[S:10][C:11]=2[C:12]([OH:14])=[O:13])=[CH:24][CH:25]=1. The yield is 0.960. (4) The reactants are [CH:1]1[CH:2]=[CH:3][C:4]([C@@H:7]2[N:16]([C:17]([O:19][C@@H:20]3[CH:25]4[CH2:26][CH2:27][N:22]([CH2:23][CH2:24]4)[CH2:21]3)=[O:18])[CH2:15][CH2:14][C:13]3[CH:12]=[CH:11][CH:10]=[CH:9][C:8]2=3)=[CH:5][CH:6]=1.[C:28]([OH:35])(=[O:34])[CH2:29][CH2:30][C:31]([OH:33])=[O:32]. The catalyst is C(OC(=O)C)C(C)C. The product is [CH:1]1[CH:6]=[CH:5][C:4]([C@@H:7]2[N:16]([C:17]([O:19][C@@H:20]3[CH:25]4[CH2:24][CH2:23][N:22]([CH2:27][CH2:26]4)[CH2:21]3)=[O:18])[CH2:15][CH2:14][C:13]3[CH:12]=[CH:11][CH:10]=[CH:9][C:8]2=3)=[CH:3][CH:2]=1.[CH2:29]([C:28]([OH:35])=[O:34])[CH2:30][C:31]([OH:33])=[O:32]. The yield is 0.230. (5) The reactants are [F:1][C:2]1[CH:7]=[C:6]([N+:8]([O-:10])=[O:9])[CH:5]=[CH:4][C:3]=1[CH:11]([C:16]([O:18][CH3:19])=[O:17])[C:12]([O:14][CH3:15])=[O:13].[C:20]([O-])([O-])=O.[K+].[K+].CI. The catalyst is CN(C=O)C. The product is [F:1][C:2]1[CH:7]=[C:6]([N+:8]([O-:10])=[O:9])[CH:5]=[CH:4][C:3]=1[C:11]([CH3:20])([C:16]([O:18][CH3:19])=[O:17])[C:12]([O:14][CH3:15])=[O:13]. The yield is 0.710. (6) The reactants are [Cl:1][C:2]1[C:10]([O:11]CC2C=CC=CC=2)=[CH:9][CH:8]=[C:7]2[C:3]=1[CH:4]=[C:5]([CH:28]([F:30])[F:29])[N:6]2[S:19]([C:22]1[CH:27]=[CH:26][CH:25]=[CH:24][CH:23]=1)(=[O:21])=[O:20].B(Br)(Br)Br.C([O-])(O)=O.[Na+]. The catalyst is C(Cl)Cl. The product is [Cl:1][C:2]1[C:10]([OH:11])=[CH:9][CH:8]=[C:7]2[C:3]=1[CH:4]=[C:5]([CH:28]([F:30])[F:29])[N:6]2[S:19]([C:22]1[CH:27]=[CH:26][CH:25]=[CH:24][CH:23]=1)(=[O:21])=[O:20]. The yield is 0.890. (7) The reactants are [CH2:1]=[C:2]1[O:5][C:4](=[O:6])[CH2:3]1.[C:7]1([CH2:13][NH2:14])[CH:12]=[CH:11][CH:10]=[CH:9][CH:8]=1. The catalyst is C(Cl)Cl. The product is [CH2:13]([NH:14][C:4](=[O:6])[CH2:3][C:2](=[O:5])[CH3:1])[C:7]1[CH:12]=[CH:11][CH:10]=[CH:9][CH:8]=1. The yield is 1.00. (8) The reactants are FC(F)(F)C(O)=O.[C:8]([NH:11][C:12]1[S:13][CH:14]=[C:15]([C:17]2[CH:22]=[CH:21][C:20]([N:23]3[C:27]([Cl:28])=[CH:26][C:25]([NH2:29])=[C:24]3[C:30]([O:32][CH2:33][CH3:34])=[O:31])=[CH:19][CH:18]=2)[N:16]=1)(=[O:10])[CH3:9].[N:35]([C:38]1[CH:43]=[CH:42][CH:41]=[C:40]([O:44][CH3:45])[CH:39]=1)=[C:36]=[O:37]. The catalyst is C1(C)C=CC=CC=1. The product is [C:8]([NH:11][C:12]1[S:13][CH:14]=[C:15]([C:17]2[CH:22]=[CH:21][C:20]([N:23]3[C:27]([Cl:28])=[CH:26][C:25]([NH:29][C:36]([NH:35][C:38]4[CH:43]=[CH:42][CH:41]=[C:40]([O:44][CH3:45])[CH:39]=4)=[O:37])=[C:24]3[C:30]([O:32][CH2:33][CH3:34])=[O:31])=[CH:19][CH:18]=2)[N:16]=1)(=[O:10])[CH3:9]. The yield is 0.960. (9) The reactants are [C:1]([NH2:5])([CH3:4])([CH3:3])[CH3:2].C(N(CC)CC)C.Br[CH2:14][C:15]([O:17][CH2:18][CH3:19])=[O:16]. The catalyst is ClCCl. The product is [CH2:18]([O:17][C:15](=[O:16])[CH2:14][NH:5][C:1]([CH3:4])([CH3:3])[CH3:2])[CH3:19]. The yield is 0.270.